Dataset: Catalyst prediction with 721,799 reactions and 888 catalyst types from USPTO. Task: Predict which catalyst facilitates the given reaction. Reactant: [I-].C[P+](C1C=CC=CC=1)(C1C=CC=CC=1)C1C=CC=CC=1.[Li][CH2:23][CH2:24][CH2:25][CH3:26].[NH2:27][C:28]1[C:37]2[N:36]=[CH:35][CH:34]=[CH:33][C:32]=2[C:31]2[CH:38]=CC(C=O)=[CH:41][C:30]=2[N:29]=1. Product: [CH:25]([C:24]1[CH:23]=[CH:38][C:31]2=[C:32]3[C:37](=[C:28]([NH2:27])[N:29]=[C:30]2[CH:41]=1)[N:36]=[CH:35][CH:34]=[CH:33]3)=[CH2:26]. The catalyst class is: 1.